Dataset: Reaction yield outcomes from USPTO patents with 853,638 reactions. Task: Predict the reaction yield, written as a fraction of the theoretical maximum amount of product (1.0 means a 100% yield; for example, 0.34 means a 34% yield). (1) The reactants are [CH:1]([O:4][C:5]([N:7]1[CH2:13][CH2:12][CH2:11][CH:10]([N:14]([C:30](=[O:32])[CH3:31])[CH2:15][C:16]2[CH:21]=[C:20]([C:22]([F:25])([F:24])[F:23])[CH:19]=[C:18]([C:26]([F:29])([F:28])[F:27])[CH:17]=2)[C:9]2[CH:33]=[C:34](Br)[C:35]([Cl:37])=[CH:36][C:8]1=2)=[O:6])([CH3:3])[CH3:2].C1(P(C2CCCCC2)C2C=CC=CC=2C2C(C(C)C)=CC(C(C)C)=CC=2C(C)C)CCCCC1.CC(C)([O-])C.[Na+].[CH3:79][NH:80][CH3:81]. The catalyst is C1(C)C=CC=CC=1.C(OCC)(=O)C.C1C=CC(/C=C/C(/C=C/C2C=CC=CC=2)=O)=CC=1.C1C=CC(/C=C/C(/C=C/C2C=CC=CC=2)=O)=CC=1.C1C=CC(/C=C/C(/C=C/C2C=CC=CC=2)=O)=CC=1.[Pd].[Pd]. The product is [C:30]([N:14]([CH2:15][C:16]1[CH:21]=[C:20]([C:22]([F:25])([F:24])[F:23])[CH:19]=[C:18]([C:26]([F:29])([F:28])[F:27])[CH:17]=1)[CH:10]1[CH2:11][CH2:12][CH2:13][N:7]([C:5]([O:4][CH:1]([CH3:3])[CH3:2])=[O:6])[C:8]2[CH:36]=[C:35]([Cl:37])[C:34]([N:80]([CH3:81])[CH3:79])=[CH:33][C:9]1=2)(=[O:32])[CH3:31]. The yield is 0.520. (2) The reactants are C(OC([N:8]1[CH2:12][CH2:11][CH2:10][CH:9]1[C:13](=[O:35])[NH:14][C:15]1[CH:20]=[CH:19][C:18]([C:21]2[CH:26]=[CH:25][CH:24]=[CH:23][C:22]=2[S:27](=[O:34])(=[O:33])[NH:28][C:29]([CH3:32])([CH3:31])[CH3:30])=[CH:17][N:16]=1)=O)(C)(C)C.FC(F)(F)C(O)=O. The catalyst is C(Cl)Cl.C(Cl)(Cl)Cl. The product is [C:29]([NH:28][S:27]([C:22]1[CH:23]=[CH:24][CH:25]=[CH:26][C:21]=1[C:18]1[CH:19]=[CH:20][C:15]([NH:14][C:13]([CH:9]2[CH2:10][CH2:11][CH2:12][NH:8]2)=[O:35])=[N:16][CH:17]=1)(=[O:34])=[O:33])([CH3:32])([CH3:30])[CH3:31]. The yield is 1.00. (3) The reactants are [CH3:1][C:2]([C:4]1[CH:9]=[CH:8][C:7]([F:10])=[CH:6][CH:5]=1)=[O:3].OI(C1C=CC=CC=1)[O:13][S:14]([C:17]1[CH:23]=[CH:22][C:20]([CH3:21])=[CH:19][CH:18]=1)(=[O:16])=[O:15]. The catalyst is C(#N)C. The product is [CH3:21][C:20]1[CH:19]=[CH:18][C:17]([S:14]([O:16][CH2:1][C:2]([C:4]2[CH:9]=[CH:8][C:7]([F:10])=[CH:6][CH:5]=2)=[O:3])(=[O:15])=[O:13])=[CH:23][CH:22]=1. The yield is 0.790. (4) The reactants are I[C:2]1[CH:7]=[CH:6][C:5]([O:8][CH3:9])=[CH:4][N:3]=1.Br[C:11]([F:18])([F:17])[C:12]([O:14][CH2:15][CH3:16])=[O:13].[Cl-].[NH4+]. The catalyst is CS(C)=O.[Cu]. The product is [F:17][C:11]([F:18])([C:2]1[CH:7]=[CH:6][C:5]([O:8][CH3:9])=[CH:4][N:3]=1)[C:12]([O:14][CH2:15][CH3:16])=[O:13]. The yield is 0.710. (5) The yield is 0.980. The product is [O:5]1[C:14]2[C:9](=[CH:10][C:11]([OH:3])=[CH:12][CH:13]=2)[CH:8]=[CH:7][CH2:6]1. The catalyst is C(O)C. The reactants are C(O)(=[O:3])C.[O:5]1[C:14]2[C:9](=[CH:10][CH:11]=[CH:12][CH:13]=2)[CH:8]=[CH:7][CH2:6]1.[OH-].[Na+].Cl. (6) The reactants are [CH2:1]([N:5]([CH2:34][CH2:35][CH2:36][CH3:37])[C:6]([C:8]1[N:9]=[C:10]([C:21]2[CH:29]=[CH:28][C:27]([C:30]([O:32][CH3:33])=[O:31])=[CH:26][C:22]=2[C:23]([OH:25])=[O:24])[N:11]([CH2:13]CC2C=CC=CC=2)[CH:12]=1)=[O:7])[CH2:2][CH2:3][CH3:4].C(N(CCCC)C(C1N=C(C2C=CC(C(OC)=O)=CC=2C(OCC2C=CC=CC=2)=O)N(C)C=1)=O)CCC. No catalyst specified. The product is [CH2:1]([N:5]([CH2:34][CH2:35][CH2:36][CH3:37])[C:6]([C:8]1[N:9]=[C:10]([C:21]2[CH:29]=[CH:28][C:27]([C:30]([O:32][CH3:33])=[O:31])=[CH:26][C:22]=2[C:23]([OH:25])=[O:24])[N:11]([CH3:13])[CH:12]=1)=[O:7])[CH2:2][CH2:3][CH3:4]. The yield is 0.980. (7) The reactants are FC(F)(F)S(O[C:7]1[CH:12]=[CH:11][N:10]([C:13]2[S:14][C:15]([C:19](=[O:28])[NH:20][CH2:21][C:22]3[CH:27]=[CH:26][CH:25]=[CH:24][CH:23]=3)=[C:16]([CH3:18])[CH:17]=2)[C:9](=[O:29])[CH:8]=1)(=O)=O.[CH2:32](B(O)O)[CH2:33][C:34]1[CH:39]=[CH:38][CH:37]=[CH:36][CH:35]=1.ClCCl.C(=O)([O-])[O-].[K+].[K+]. The catalyst is O1CCCC1.O.C1C=CC(P(C2C=CC=CC=2)[C-]2C=CC=C2)=CC=1.C1C=CC(P(C2C=CC=CC=2)[C-]2C=CC=C2)=CC=1.Cl[Pd]Cl.[Fe+2]. The product is [CH2:21]([NH:20][C:19]([C:15]1[S:14][C:13]([N:10]2[CH:11]=[CH:12][C:7]([CH2:32][CH2:33][C:34]3[CH:39]=[CH:38][CH:37]=[CH:36][CH:35]=3)=[CH:8][C:9]2=[O:29])=[CH:17][C:16]=1[CH3:18])=[O:28])[C:22]1[CH:27]=[CH:26][CH:25]=[CH:24][CH:23]=1. The yield is 0.400. (8) The reactants are [Br:1][C:2]1[CH:7]=[CH:6][C:5]([OH:8])=[C:4]([CH:9]2[CH2:13][CH2:12][CH2:11][CH2:10]2)[CH:3]=1.C([O-])([O-])=O.[Cs+].[Cs+].[CH2:20](Br)[C:21]1[CH:26]=[CH:25][CH:24]=[CH:23][CH:22]=1. The catalyst is CN(C=O)C. The product is [CH2:20]([O:8][C:5]1[CH:6]=[CH:7][C:2]([Br:1])=[CH:3][C:4]=1[CH:9]1[CH2:13][CH2:12][CH2:11][CH2:10]1)[C:21]1[CH:26]=[CH:25][CH:24]=[CH:23][CH:22]=1. The yield is 0.640. (9) The reactants are [OH:1][C:2]1[CH:3]=[C:4]2[C:9](=[CH:10][CH:11]=1)[CH2:8][N:7](C(OC(C)(C)C)=O)[CH:6]([C:19](=[O:31])[NH:20][C@H:21]1[C:30]3[C:25](=[CH:26][CH:27]=[CH:28][CH:29]=3)[CH2:24][CH2:23][CH2:22]1)[CH2:5]2.C(O)(C(F)(F)F)=O. The catalyst is C(Cl)Cl. The product is [OH:1][C:2]1[CH:3]=[C:4]2[C:9](=[CH:10][CH:11]=1)[CH2:8][NH:7][CH:6]([C:19]([NH:20][C@H:21]1[C:30]3[C:25](=[CH:26][CH:27]=[CH:28][CH:29]=3)[CH2:24][CH2:23][CH2:22]1)=[O:31])[CH2:5]2. The yield is 0.510. (10) The reactants are [Br:1][C:2]1[C:3]([OH:9])=[N:4][CH:5]=[C:6]([CH3:8])[CH:7]=1.[F:10][C:11]([F:19])(S(F)(=O)=O)C(O)=O.C(=O)([O-])[O-].[Na+].[Na+].O. The catalyst is C(#N)C. The product is [Br:1][C:2]1[C:3]([O:9][CH:11]([F:19])[F:10])=[N:4][CH:5]=[C:6]([CH3:8])[CH:7]=1. The yield is 0.700.